Predict which catalyst facilitates the given reaction. From a dataset of Catalyst prediction with 721,799 reactions and 888 catalyst types from USPTO. (1) Reactant: [CH2:1]=[C:2]1O[C:4](=[O:5])[CH2:3]1.[Cl:7][C:8]1[C:9]([OH:21])=[C:10]([CH2:15][CH2:16][C:17]([O:19][CH3:20])=[O:18])[CH:11]=[CH:12][C:13]=1[OH:14].CO. Product: [Cl:7][C:8]1[C:9]([OH:21])=[C:10]([CH2:15][CH2:16][C:17]([O:19][CH3:20])=[O:18])[CH:11]=[C:12]2[C:13]=1[O:14][C:4](=[O:5])[CH:3]=[C:2]2[CH3:1]. The catalyst class is: 501. (2) Reactant: [OH:1][CH:2]1[CH2:7][CH2:6][CH:5]([C:8]([O:10]CC)=O)[CH2:4][CH2:3]1.C1(C)C=CC(S(O)(=O)=O)=CC=1.[O:24]1[CH:29]=[CH:28][CH2:27][CH2:26][CH2:25]1.C(=O)([O-])O.[Na+]. Product: [O:24]1[CH2:29][CH2:28][CH2:27][CH2:26][CH:25]1[O:1][CH:2]1[CH2:3][CH2:4][CH:5]([CH2:8][OH:10])[CH2:6][CH2:7]1. The catalyst class is: 28. (3) Reactant: [F:1][C:2]1[CH:7]=[CH:6][C:5]([N:8]=[C:9]=[O:10])=[CH:4][CH:3]=1.[NH2:11][CH:12]1[CH2:17][CH2:16][N:15]([C:18]([O:20][C:21]([CH3:24])([CH3:23])[CH3:22])=[O:19])[CH2:14][CH2:13]1. Product: [F:1][C:2]1[CH:7]=[CH:6][C:5]([NH:8][C:9](=[O:10])[NH:11][CH:12]2[CH2:13][CH2:14][N:15]([C:18]([O:20][C:21]([CH3:24])([CH3:23])[CH3:22])=[O:19])[CH2:16][CH2:17]2)=[CH:4][CH:3]=1. The catalyst class is: 7. (4) The catalyst class is: 5. Reactant: [NH2:1][C:2]1[CH:7]=[CH:6][C:5]([C:8]2[C:9]([NH2:24])=[N:10][C:11]([NH2:23])=[N:12][C:13]=2[CH2:14][CH2:15][CH2:16][C:17]2[CH:22]=[CH:21][CH:20]=[CH:19][CH:18]=2)=[CH:4][CH:3]=1.[Cl:25][C:26]1[CH:33]=[CH:32][C:29]([CH:30]=O)=[CH:28][CH:27]=1.C(O)(=O)C.[BH3-]C#N.[Na+]. Product: [Cl:25][C:26]1[CH:33]=[CH:32][C:29]([CH2:30][NH:1][C:2]2[CH:7]=[CH:6][C:5]([C:8]3[C:9]([NH2:24])=[N:10][C:11]([NH2:23])=[N:12][C:13]=3[CH2:14][CH2:15][CH2:16][C:17]3[CH:18]=[CH:19][CH:20]=[CH:21][CH:22]=3)=[CH:4][CH:3]=2)=[CH:28][CH:27]=1. (5) Reactant: II.[C:3]1(P(C2C=CC=CC=2)C2C=CC=CC=2)C=CC=C[CH:4]=1.C(N(CC)CC)C.[C:29]([O:33][C:34](=[O:45])[NH:35][CH2:36][CH2:37][C:38]([N:40](C(=O)C)[NH2:41])=[O:39])([CH3:32])([CH3:31])[CH3:30]. Product: [C:29]([O:33][C:34](=[O:45])[NH:35][CH2:36][CH2:37][C:38]1[O:39][C:3]([CH3:4])=[N:41][N:40]=1)([CH3:30])([CH3:31])[CH3:32]. The catalyst class is: 2. (6) Reactant: C[C@@H]1C[N:6]([C:8]2[C:12]3=[N:13][CH:14]=[CH:15][CH:16]=[C:11]3[NH:10][CH:9]=2)CCN1C(OC(C)(C)C)=O.[N+](C1C2=NC=CC=C2NC=1)([O-])=O. Product: [NH2:6][C:8]1[C:12]2=[N:13][CH:14]=[CH:15][CH:16]=[C:11]2[NH:10][CH:9]=1. The catalyst class is: 43.